Task: Predict the reactants needed to synthesize the given product.. Dataset: Full USPTO retrosynthesis dataset with 1.9M reactions from patents (1976-2016) (1) The reactants are: Br[C:2]1[CH:10]=[CH:9][C:5]([C:6]([OH:8])=[O:7])=[C:4]([CH3:11])[CH:3]=1.CC1(C)C(C)(C)OB([C:20]2[CH2:21][CH2:22][N:23]([C:26]([O:28][C:29]([CH3:32])([CH3:31])[CH3:30])=[O:27])[CH2:24][CH:25]=2)O1.C(=O)([O-])[O-].[Na+].[Na+].O1CCOCC1.Cl. Given the product [C:29]([O:28][C:26]([N:23]1[CH2:22][CH:21]=[C:20]([C:2]2[CH:10]=[CH:9][C:5]([C:6]([OH:8])=[O:7])=[C:4]([CH3:11])[CH:3]=2)[CH2:25][CH2:24]1)=[O:27])([CH3:32])([CH3:30])[CH3:31], predict the reactants needed to synthesize it. (2) Given the product [F:42][C:43]1[CH:51]=[CH:50][C:46]([C:47]([N:28]2[CH2:29][C:26]([CH2:25][O:24][C:19]3[CH:18]=[CH:17][C:16]4[C:21](=[CH:22][CH:23]=[C:14]([O:13][CH3:12])[CH:15]=4)[CH:20]=3)([C:30]([O:32][CH2:33][CH3:34])=[O:31])[CH2:27]2)=[O:48])=[CH:45][CH:44]=1, predict the reactants needed to synthesize it. The reactants are: S(C1C=CC(C)=CC=1)(O)(=O)=O.[CH3:12][O:13][C:14]1[CH:15]=[C:16]2[C:21](=[CH:22][CH:23]=1)[CH:20]=[C:19]([O:24][CH2:25][C:26]1([C:30]([O:32][CH2:33][CH3:34])=[O:31])[CH2:29][NH:28][CH2:27]1)[CH:18]=[CH:17]2.C(N(CC)CC)C.[F:42][C:43]1[CH:51]=[CH:50][C:46]([C:47](Cl)=[O:48])=[CH:45][CH:44]=1.C(O)(=O)CC(CC(O)=O)(C(O)=O)O. (3) The reactants are: [OH-].[Na+].[F:3][C:4]1[CH:5]=[C:6]([C:12]2[N:13]=[C:14]([CH3:33])[C:15]3[CH2:20][CH2:19][N:18]([C:21]4[CH:26]=[CH:25][C:24]([CH2:27][C:28]([O:30]CC)=[O:29])=[CH:23][CH:22]=4)[C:16]=3[N:17]=2)[CH:7]=[CH:8][C:9]=1[O:10][CH3:11].Cl. Given the product [F:3][C:4]1[CH:5]=[C:6]([C:12]2[N:13]=[C:14]([CH3:33])[C:15]3[CH2:20][CH2:19][N:18]([C:21]4[CH:26]=[CH:25][C:24]([CH2:27][C:28]([OH:30])=[O:29])=[CH:23][CH:22]=4)[C:16]=3[N:17]=2)[CH:7]=[CH:8][C:9]=1[O:10][CH3:11], predict the reactants needed to synthesize it. (4) Given the product [F:19][C:20]1[CH:25]=[CH:24][CH:23]=[CH:22][C:21]=1[C:26]1[N:29]=[C:16]([C:11]2[N:10]=[N:9][N:8]([C:3]3[CH:4]=[CH:5][CH:6]=[CH:7][C:2]=3[F:1])[C:12]=2[CH2:13][O:14][CH3:15])[O:18][N:27]=1, predict the reactants needed to synthesize it. The reactants are: [F:1][C:2]1[CH:7]=[CH:6][CH:5]=[CH:4][C:3]=1[N:8]1[C:12]([CH2:13][O:14][CH3:15])=[C:11]([C:16]([OH:18])=O)[N:10]=[N:9]1.[F:19][C:20]1[CH:25]=[CH:24][CH:23]=[CH:22][C:21]=1[C:26](=[NH:29])[NH:27]O. (5) Given the product [C:46]([C:42]1[CH:41]=[CH:40][CH:39]=[CH:38][C:37]=1[NH:36][C@@H:4]([CH2:5][C:6]1[CH:11]=[CH:10][C:9]([O:12][CH2:13]/[CH:14]=[CH:15]/[C:16]2[CH:17]=[CH:18][C:19]([C:22]3[CH:27]=[CH:26][CH:25]=[CH:24][CH:23]=3)=[CH:20][CH:21]=2)=[CH:8][CH:7]=1)[C:3]([OH:43])=[O:2])(=[O:48])[C:47]1[CH:7]=[CH:6][CH:5]=[CH:4][CH:3]=1, predict the reactants needed to synthesize it. The reactants are: C[O:2][C:3](=[O:43])[C:4]([NH:36][C:37]1[CH:42]=[CH:41][CH:40]=[CH:39][CH:38]=1)(C(=O)C1C=CC=CC=1)[CH2:5][C:6]1[CH:11]=[CH:10][C:9]([O:12][CH2:13][CH:14]=[CH:15][C:16]2[CH:21]=[CH:20][C:19]([C:22]3[CH:27]=[CH:26][CH:25]=[CH:24][CH:23]=3)=[CH:18][CH:17]=2)=[CH:8][CH:7]=1.[OH-].[Na+].[CH2:46]([OH:48])[CH3:47].